From a dataset of Forward reaction prediction with 1.9M reactions from USPTO patents (1976-2016). Predict the product of the given reaction. (1) Given the reactants C([Li])CCC.C([Mg]Br)(C)C.Br[C:12]1[CH:13]=[C:14]([CH3:21])[C:15]([O:19][CH3:20])=[C:16]([CH3:18])[CH:17]=1.[C:22]([C:24]1[C:29]([C:30]([C:38]2[CH:43]=[CH:42][CH:41]=[C:40]([O:44][CH2:45][CH2:46][CH2:47][F:48])[CH:39]=2)=[N:31]S(C(C)(C)C)=O)=[CH:28][CH:27]=[CH:26][N:25]=1)#[N:23].C([O-])(O)=O.[Na+].Cl.[NH4+].[OH-], predict the reaction product. The product is: [F:48][CH2:47][CH2:46][CH2:45][O:44][C:40]1[CH:39]=[C:38]([C:30]2([C:12]3[CH:13]=[C:14]([CH3:21])[C:15]([O:19][CH3:20])=[C:16]([CH3:18])[CH:17]=3)[C:29]3[C:24](=[N:25][CH:26]=[CH:27][CH:28]=3)[C:22]([NH2:23])=[N:31]2)[CH:43]=[CH:42][CH:41]=1. (2) Given the reactants C([O:3][C:4](=[O:28])[CH:5]([CH2:21][C:22]1[CH:27]=[CH:26][CH:25]=[CH:24][CH:23]=1)[CH2:6][C:7]1[N:8]([CH2:12][C:13]2[CH:18]=[C:17]([Cl:19])[CH:16]=[C:15]([Cl:20])[CH:14]=2)[CH:9]=[CH:10][N:11]=1)C.Cl, predict the reaction product. The product is: [CH2:21]([CH:5]([CH2:6][C:7]1[N:8]([CH2:12][C:13]2[CH:18]=[C:17]([Cl:19])[CH:16]=[C:15]([Cl:20])[CH:14]=2)[CH:9]=[CH:10][N:11]=1)[C:4]([OH:28])=[O:3])[C:22]1[CH:27]=[CH:26][CH:25]=[CH:24][CH:23]=1. (3) Given the reactants O=S(Cl)Cl.[C:5]([O:8][C@@H:9]([C@@H:13]([NH:21][C:22](=[O:35])[C:23]1[CH:28]=[C:27]([CH3:29])[CH:26]=[C:25]([O:30][C:31](=[O:33])[CH3:32])[C:24]=1[CH3:34])[CH2:14][C:15]1[CH:20]=[CH:19][CH:18]=[CH:17][CH:16]=1)[C:10](O)=[O:11])(=[O:7])[CH3:6].N1C=CC=CC=1.[CH2:42]([NH:44][C:45]([C@@H:47]1[C:51]([CH3:53])([CH3:52])[C:50]([F:55])([F:54])[CH2:49][NH:48]1)=[O:46])[CH3:43].Cl.C([O-])(O)=O.[Na+], predict the reaction product. The product is: [C:5]([O:8][C@H:9]([C:10]([N:48]1[CH2:49][C:50]([F:55])([F:54])[C:51]([CH3:52])([CH3:53])[C@H:47]1[C:45](=[O:46])[NH:44][CH2:42][CH3:43])=[O:11])[C@@H:13]([NH:21][C:22]([C:23]1[C:24]([CH3:34])=[C:25]([O:30][C:31](=[O:33])[CH3:32])[CH:26]=[C:27]([CH3:29])[CH:28]=1)=[O:35])[CH2:14][C:15]1[CH:16]=[CH:17][CH:18]=[CH:19][CH:20]=1)(=[O:7])[CH3:6]. (4) The product is: [NH2:1][C:2]1[C:7]([CH:8]=[CH2:9])=[C:6]([C:10]([O:12][CH2:13][CH3:25])=[O:11])[N:5]=[C:4]([C:14]2[CH:19]=[CH:18][C:17]([Cl:20])=[C:16]([N:21]([CH3:22])[CH3:23])[C:15]=2[F:24])[N:3]=1. Given the reactants [NH2:1][C:2]1[C:7]([CH:8]=[CH2:9])=[C:6]([C:10]([O:12][CH3:13])=[O:11])[N:5]=[C:4]([C:14]2[CH:19]=[CH:18][C:17]([Cl:20])=[C:16]([N:21]([CH3:23])[CH3:22])[C:15]=2[F:24])[N:3]=1.[CH2:25](O)C, predict the reaction product. (5) Given the reactants [Cl:1][C:2]1[CH:3]=[C:4]([NH2:19])[CH:5]=[N:6][C:7]=1[O:8][C:9]1[CH:10]=[N:11][C:12]2[C:17]([CH:18]=1)=[CH:16][CH:15]=[CH:14][CH:13]=2.[F:20][C:21]([F:34])([F:33])[O:22][C:23]1[CH:28]=[CH:27][C:26]([S:29](Cl)(=[O:31])=[O:30])=[CH:25][CH:24]=1, predict the reaction product. The product is: [Cl:1][C:2]1[CH:3]=[C:4]([NH:19][S:29]([C:26]2[CH:25]=[CH:24][C:23]([O:22][C:21]([F:20])([F:33])[F:34])=[CH:28][CH:27]=2)(=[O:31])=[O:30])[CH:5]=[N:6][C:7]=1[O:8][C:9]1[CH:10]=[N:11][C:12]2[C:17]([CH:18]=1)=[CH:16][CH:15]=[CH:14][CH:13]=2. (6) Given the reactants [Br:1][C:2]1[CH:3]=[N:4][C:5](Cl)=[N:6][CH:7]=1.[C:9]([O:13][C:14](=[O:28])[NH:15][C@@H:16]1[C@@H:20]([N:21]2[CH2:26][CH2:25][CH2:24][CH2:23][C:22]2=[O:27])[CH2:19][NH:18][CH2:17]1)([CH3:12])([CH3:11])[CH3:10], predict the reaction product. The product is: [C:9]([O:13][C:14](=[O:28])[NH:15][C@@H:16]1[C@@H:20]([N:21]2[CH2:26][CH2:25][CH2:24][CH2:23][C:22]2=[O:27])[CH2:19][N:18]([C:5]2[N:4]=[CH:3][C:2]([Br:1])=[CH:7][N:6]=2)[CH2:17]1)([CH3:12])([CH3:10])[CH3:11]. (7) Given the reactants [NH:1]([CH2:8][C:9]([NH:11][NH:12][C:13]([C:15]1[NH:16][C:17]2[C:22]([CH:23]=1)=[CH:21][C:20]([Cl:24])=[CH:19][CH:18]=2)=[O:14])=[O:10])[C:2]1[CH:7]=[CH:6][CH:5]=[CH:4][CH:3]=1.[C:25](N1C=CN=C1)(N1C=CN=C1)=[O:26].C(O)(=O)CC(CC(O)=O)(C(O)=O)O, predict the reaction product. The product is: [O:26]=[C:25]1[N:11]([NH:12][C:13]([C:15]2[NH:16][C:17]3[C:22]([CH:23]=2)=[CH:21][C:20]([Cl:24])=[CH:19][CH:18]=3)=[O:14])[C:9](=[O:10])[CH2:8][N:1]1[C:2]1[CH:3]=[CH:4][CH:5]=[CH:6][CH:7]=1. (8) Given the reactants [NH2:1][C@@H:2]([CH2:10][C:11]1[CH:16]=[CH:15][C:14]([C:17]2[N:22]=[CH:21][C:20]([C:23]3[CH:28]=[CH:27][C:26]([O:29][CH2:30][CH2:31][CH2:32][CH2:33][CH2:34][CH2:35][CH3:36])=[CH:25][CH:24]=3)=[CH:19][N:18]=2)=[CH:13][CH:12]=1)[C:3]([O:5]C(C)(C)C)=[O:4].[C:37]([C:41]1[S:45][C:44]([C:46](O)=[O:47])=[CH:43][CH:42]=1)([CH3:40])([CH3:39])[CH3:38].CCN(C(C)C)C(C)C.CN(C(ON1N=NC2C=CC=NC1=2)=[N+](C)C)C.F[P-](F)(F)(F)(F)F, predict the reaction product. The product is: [C:37]([C:41]1[S:45][C:44]([C:46]([NH:1][C@@H:2]([CH2:10][C:11]2[CH:12]=[CH:13][C:14]([C:17]3[N:22]=[CH:21][C:20]([C:23]4[CH:24]=[CH:25][C:26]([O:29][CH2:30][CH2:31][CH2:32][CH2:33][CH2:34][CH2:35][CH3:36])=[CH:27][CH:28]=4)=[CH:19][N:18]=3)=[CH:15][CH:16]=2)[C:3]([OH:5])=[O:4])=[O:47])=[CH:43][CH:42]=1)([CH3:40])([CH3:38])[CH3:39]. (9) Given the reactants [CH:1]1(OS(C2C=CC(C)=CC=2)(=O)=O)[CH2:6][CH2:5][CH2:4][CH2:3][CH2:2]1.[Cl:18][C:19]1[CH:20]=[C:21]([C:25]2[N:26]=[C:27]([N:33]3[C:37]4[CH:38]=[C:39]([OH:42])[CH:40]=[CH:41][C:36]=4[N:35]=[CH:34]3)[S:28][C:29]=2[C:30]([NH2:32])=[O:31])[CH:22]=[CH:23][CH:24]=1.C(=O)([O-])[O-].[Cs+].[Cs+], predict the reaction product. The product is: [Cl:18][C:19]1[CH:20]=[C:21]([C:25]2[N:26]=[C:27]([N:33]3[C:37]4[CH:38]=[C:39]([O:42][CH:1]5[CH2:6][CH2:5][CH2:4][CH2:3][CH2:2]5)[CH:40]=[CH:41][C:36]=4[N:35]=[CH:34]3)[S:28][C:29]=2[C:30]([NH2:32])=[O:31])[CH:22]=[CH:23][CH:24]=1. (10) Given the reactants [Cl-].O[NH3+:3].[C:4](=[O:7])([O-])[OH:5].[Na+].CS(C)=O.[CH2:13]([C:17]1[N:18]=[C:19]([CH2:44][O:45][CH3:46])[N:20]([CH2:39][C:40]([CH3:43])([CH3:42])[CH3:41])[C:21](=[O:38])[C:22]=1[CH2:23][C:24]1[CH:29]=[CH:28][C:27]([C:30]2[C:31]([C:36]#[N:37])=[CH:32][CH:33]=[CH:34][CH:35]=2)=[CH:26][CH:25]=1)[CH2:14][CH2:15][CH3:16], predict the reaction product. The product is: [CH2:13]([C:17]1[N:18]=[C:19]([CH2:44][O:45][CH3:46])[N:20]([CH2:39][C:40]([CH3:41])([CH3:43])[CH3:42])[C:21](=[O:38])[C:22]=1[CH2:23][C:24]1[CH:29]=[CH:28][C:27]([C:30]2[CH:35]=[CH:34][CH:33]=[CH:32][C:31]=2[C:36]2[NH:3][C:4](=[O:7])[O:5][N:37]=2)=[CH:26][CH:25]=1)[CH2:14][CH2:15][CH3:16].